This data is from Reaction yield outcomes from USPTO patents with 853,638 reactions. The task is: Predict the reaction yield, written as a fraction of the theoretical maximum amount of product (1.0 means a 100% yield; for example, 0.34 means a 34% yield). The catalyst is O1CCCC1. The reactants are C[O:2][C:3]([C:5]1[CH:10]=[CH:9][C:8]([C:11]2[CH:16]=[CH:15][CH:14]=[CH:13][C:12]=2[Cl:17])=[CH:7][CH:6]=1)=[O:4].[OH-].[Na+].Cl. The yield is 0.670. The product is [Cl:17][C:12]1[CH:13]=[CH:14][CH:15]=[CH:16][C:11]=1[C:8]1[CH:9]=[CH:10][C:5]([C:3]([OH:4])=[O:2])=[CH:6][CH:7]=1.